From a dataset of Reaction yield outcomes from USPTO patents with 853,638 reactions. Predict the reaction yield, written as a fraction of the theoretical maximum amount of product (1.0 means a 100% yield; for example, 0.34 means a 34% yield). (1) The reactants are [Br:1][C:2]1[CH:3]=[C:4]2[C:8](=[CH:9][C:10]=1[N+:11]([O-])=O)[N:7]([C:14]([O:16][C:17]([CH3:20])([CH3:19])[CH3:18])=[O:15])[CH2:6][CH2:5]2.[CH:21]([Mg]Br)=[CH2:22].[NH4+].[Cl-]. The catalyst is C1COCC1. The product is [Br:1][C:2]1[CH:3]=[C:4]2[CH2:5][CH2:6][N:7]([C:14]([O:16][C:17]([CH3:20])([CH3:19])[CH3:18])=[O:15])[C:8]2=[C:9]2[C:10]=1[NH:11][CH:22]=[CH:21]2. The yield is 0.180. (2) The reactants are [CH:1]1([C:4]2[C:9](=[O:10])[NH:8][C:7](=[O:11])[NH:6][C:5]=2[C:12]([C:14]2[CH:15]=[C:16]([CH:19]=[C:20]([CH3:22])[CH:21]=2)[C:17]#[N:18])=[O:13])[CH2:3][CH2:2]1.C(=O)([O-])[O-].[K+].[K+].Br[CH2:30][C:31]1[CH:36]=[C:35]([F:37])[N:34]=[C:33]([F:38])[CH:32]=1.[I-].[Li+]. The catalyst is CN(C=O)C.C(OCC)(=O)C. The product is [CH:1]1([C:4]2[C:9](=[O:10])[NH:8][C:7](=[O:11])[N:6]([CH2:30][C:31]3[CH:36]=[C:35]([F:37])[N:34]=[C:33]([F:38])[CH:32]=3)[C:5]=2[C:12]([C:14]2[CH:15]=[C:16]([CH:19]=[C:20]([CH3:22])[CH:21]=2)[C:17]#[N:18])=[O:13])[CH2:3][CH2:2]1. The yield is 0.0900. (3) The reactants are [F:1][C:2]1[CH:3]=[C:4]([CH:22]=[CH:23][C:24]=1[F:25])[CH2:5][N:6]1[C:10]2=[N:11][C:12]([CH3:21])=[C:13]([C:16]([O:18][CH2:19][CH3:20])=[O:17])[C:14](O)=[C:9]2[CH:8]=[CH:7]1.N1C=CC=CC=1.S(OS(C(F)(F)F)(=O)=O)(C(F)(F)F)(=O)=O.[I-:47].[Na+].Cl.C([O-])(O)=O.[Na+].O. The catalyst is C(#N)C. The product is [F:1][C:2]1[CH:3]=[C:4]([CH:22]=[CH:23][C:24]=1[F:25])[CH2:5][N:6]1[C:10]2=[N:11][C:12]([CH3:21])=[C:13]([C:16]([O:18][CH2:19][CH3:20])=[O:17])[C:14]([I:47])=[C:9]2[CH:8]=[CH:7]1. The yield is 0.920.